From a dataset of Full USPTO retrosynthesis dataset with 1.9M reactions from patents (1976-2016). Predict the reactants needed to synthesize the given product. (1) The reactants are: C(OC([NH:8][C:9]1([CH2:14][C:15]([O:17]CC2C=CC=CC=2)=[O:16])[CH2:13][CH2:12][CH2:11][CH2:10]1)=O)(C)(C)C.[ClH:25].O1CCOCC1. Given the product [ClH:25].[NH2:8][C:9]1([CH2:14][C:15]([OH:17])=[O:16])[CH2:13][CH2:12][CH2:11][CH2:10]1, predict the reactants needed to synthesize it. (2) Given the product [S:13]1[C:14]2=[N:18][CH:17]=[CH:16][N:15]2[C:11]([NH:19][CH2:20][CH2:21][CH2:22][CH2:23][CH2:24][CH2:25][NH:26][S:27]([C:30]2[C:39]3[C:34](=[CH:35][CH:36]=[CH:37][CH:38]=3)[CH:33]=[CH:32][CH:31]=2)(=[O:29])=[O:28])=[N:12]1, predict the reactants needed to synthesize it. The reactants are: CC1C=CC(S([C:11]2[N:15]3[CH:16]=[CH:17][N:18]=[C:14]3[S:13][N:12]=2)(=O)=O)=CC=1.[NH2:19][CH2:20][CH2:21][CH2:22][CH2:23][CH2:24][CH2:25][NH:26][S:27]([C:30]1[C:39]2[C:34](=[CH:35][CH:36]=[CH:37][CH:38]=2)[CH:33]=[CH:32][CH:31]=1)(=[O:29])=[O:28].C(N(CC)CC)C.